Dataset: Catalyst prediction with 721,799 reactions and 888 catalyst types from USPTO. Task: Predict which catalyst facilitates the given reaction. (1) Reactant: [CH2:1]([N:8]1[C:16]2[C:15](=[O:17])[NH:14][C:13](=[O:18])[NH:12][C:11]=2[N:10]=[CH:9]1)[C:2]1[CH:7]=[CH:6][CH:5]=[CH:4][CH:3]=1.C(=O)([O-])[O-].[K+].[K+].[CH2:25](I)[CH2:26][CH2:27][CH3:28].C(O)(=O)C. Product: [CH2:25]([N:12]1[C:11]2[N:10]=[CH:9][N:8]([CH2:1][C:2]3[CH:7]=[CH:6][CH:5]=[CH:4][CH:3]=3)[C:16]=2[C:15](=[O:17])[NH:14][C:13]1=[O:18])[CH2:26][CH2:27][CH3:28]. The catalyst class is: 3. (2) Reactant: Br[CH2:2][C:3]1[N:7]([CH3:8])[N:6]([CH:9]2[CH2:14][CH2:13][CH2:12][CH2:11][CH2:10]2)[C:5](=[O:15])[C:4]=1[Cl:16].[CH2:17]([O:19][C:20]1[CH:25]=[CH:24][CH:23]=[CH:22][C:21]=1[N:26]1[CH2:31][CH2:30][NH:29][CH2:28][CH2:27]1)[CH3:18].C(=O)([O-])[O-].[K+].[K+]. Product: [Cl:16][C:4]1[C:5](=[O:15])[N:6]([CH:9]2[CH2:14][CH2:13][CH2:12][CH2:11][CH2:10]2)[N:7]([CH3:8])[C:3]=1[CH2:2][N:29]1[CH2:28][CH2:27][N:26]([C:21]2[CH:22]=[CH:23][CH:24]=[CH:25][C:20]=2[O:19][CH2:17][CH3:18])[CH2:31][CH2:30]1. The catalyst class is: 10. (3) Reactant: [Cl:1][C:2]1[C:7]([Cl:8])=[C:6]([F:9])[CH:5]=[CH:4][C:3]=1[N:10]1[CH2:15][CH2:14][N:13](C(OC(C)(C)C)=O)[CH2:12][CH2:11]1.Cl. Product: [Cl:1][C:2]1[C:7]([Cl:8])=[C:6]([F:9])[CH:5]=[CH:4][C:3]=1[N:10]1[CH2:11][CH2:12][NH:13][CH2:14][CH2:15]1. The catalyst class is: 714. (4) Reactant: [N+:1]([C:4]1[CH:12]=[C:11]2[C:7]([CH:8]=[CH:9][NH:10]2)=[CH:6][C:5]=1[C:13]([F:16])([F:15])[F:14])([O-:3])=[O:2].[H-].[Na+].[CH3:19][O:20][CH2:21][CH2:22]Br. Product: [CH3:19][O:20][CH2:21][CH2:22][N:10]1[C:11]2[C:7](=[CH:6][C:5]([C:13]([F:16])([F:14])[F:15])=[C:4]([N+:1]([O-:3])=[O:2])[CH:12]=2)[CH:8]=[CH:9]1. The catalyst class is: 39. (5) Reactant: [S:1]1[C:5]2[CH:6]=[CH:7][CH:8]=[CH:9][C:4]=2[N:3]=[C:2]1[NH:10][NH2:11].C([O:14][C:15](=O)[CH2:16][C:17]([C:19]1[CH:24]=[CH:23][CH:22]=[C:21]([I:25])[CH:20]=1)=O)C.O. Product: [S:1]1[C:5]2[CH:6]=[CH:7][CH:8]=[CH:9][C:4]=2[N:3]=[C:2]1[N:10]1[C:15](=[O:14])[CH:16]=[C:17]([C:19]2[CH:24]=[CH:23][CH:22]=[C:21]([I:25])[CH:20]=2)[NH:11]1. The catalyst class is: 14. (6) Reactant: [CH2:1](Br)[C:2]1[CH:7]=[CH:6][CH:5]=[CH:4][CH:3]=1.[CH2:9]([CH2:11][NH2:12])[OH:10]. Product: [CH2:1]([NH:12][CH2:11][CH2:9][OH:10])[C:2]1[CH:7]=[CH:6][CH:5]=[CH:4][CH:3]=1. The catalyst class is: 170. (7) Reactant: [N:1]([CH:4]1[CH2:9][CH2:8][CH2:7][CH2:6][CH2:5]1)=[C:2]=[S:3].[NH2:10][C:11]1[CH:12]=[C:13]([CH:25]=[CH:26][CH:27]=1)[O:14][CH2:15][CH2:16][NH:17][C:18](=[O:24])[O:19][C:20]([CH3:23])([CH3:22])[CH3:21].CCN(CC)CC. Product: [CH:4]1([NH:1][C:2](=[S:3])[NH:10][C:11]2[CH:12]=[C:13]([CH:25]=[CH:26][CH:27]=2)[O:14][CH2:15][CH2:16][NH:17][C:18](=[O:24])[O:19][C:20]([CH3:23])([CH3:22])[CH3:21])[CH2:9][CH2:8][CH2:7][CH2:6][CH2:5]1. The catalyst class is: 251. (8) Reactant: [CH3:1][O-:2].[Na+].[CH3:4][O:5][C:6]([C:8]1[CH:12]=[C:11]([C:13]2[CH:18]=[CH:17][CH:16]=[CH:15][N:14]=2)[N:10]([C:19]2[N:20]=[N:21][C:22](Cl)=[CH:23][CH:24]=2)[N:9]=1)=[O:7].Cl. Product: [CH3:4][O:5][C:6]([C:8]1[CH:12]=[C:11]([C:13]2[CH:18]=[CH:17][CH:16]=[CH:15][N:14]=2)[N:10]([C:19]2[N:20]=[N:21][C:22]([O:2][CH3:1])=[CH:23][CH:24]=2)[N:9]=1)=[O:7]. The catalyst class is: 5. (9) Reactant: CC(C[AlH]CC(C)C)C.[C:10]([O:14][C:15]([N:17]1[CH2:21][C@@H:20]([C:22]#N)[C@H:19]([O:24][Si:25]([C:28]([CH3:31])([CH3:30])[CH3:29])([CH3:27])[CH3:26])[CH2:18]1)=[O:16])([CH3:13])([CH3:12])[CH3:11].[C@H](O)(C([O-])=O)[C@@H](O)C([O-])=[O:35].[Na+].[K+]. Product: [C:10]([O:14][C:15]([N:17]1[CH2:21][C@@H:20]([CH:22]=[O:35])[C@H:19]([O:24][Si:25]([C:28]([CH3:31])([CH3:30])[CH3:29])([CH3:27])[CH3:26])[CH2:18]1)=[O:16])([CH3:13])([CH3:12])[CH3:11]. The catalyst class is: 11. (10) Reactant: [CH3:1][C:2]([C:4]1[CH:9]=[CH:8][C:7]([F:10])=[CH:6][C:5]=1[OH:11])=[O:3].[CH3:12][C:13]([CH3:15])=O.N1CCCC1. Product: [F:10][C:7]1[CH:6]=[C:5]2[C:4]([C:2](=[O:3])[CH2:1][C:13]([CH3:15])([CH3:12])[O:11]2)=[CH:9][CH:8]=1. The catalyst class is: 691.